This data is from Reaction yield outcomes from USPTO patents with 853,638 reactions. The task is: Predict the reaction yield, written as a fraction of the theoretical maximum amount of product (1.0 means a 100% yield; for example, 0.34 means a 34% yield). (1) The reactants are [NH2:1][C:2]1[CH:7]=[CH:6][CH:5]=[CH:4][C:3]=1[C:8]1[CH:13]=[CH:12][C:11]([O:14][C:15]([F:18])([F:17])[F:16])=[CH:10][CH:9]=1.Br[C:20]1[CH:25]=[CH:24][C:23]([C:26]([CH3:29])([CH3:28])[CH3:27])=[CH:22][CH:21]=1.CC(C)([O-])C.[K+].[Cl-].[NH4+]. The catalyst is C1C=CC(/C=C/C(/C=C/C2C=CC=CC=2)=O)=CC=1.C1C=CC(/C=C/C(/C=C/C2C=CC=CC=2)=O)=CC=1.[Pd].C1(P(C2C=CC=CC=2)C2C=CC3C(=CC=CC=3)C=2C2C3C(=CC=CC=3)C=CC=2P(C2C=CC=CC=2)C2C=CC=CC=2)C=CC=CC=1.C1(C)C=CC=CC=1. The product is [C:26]([C:23]1[CH:24]=[CH:25][C:20]([NH:1][C:2]2[CH:7]=[CH:6][CH:5]=[CH:4][C:3]=2[C:8]2[CH:13]=[CH:12][C:11]([O:14][C:15]([F:16])([F:17])[F:18])=[CH:10][CH:9]=2)=[CH:21][CH:22]=1)([CH3:29])([CH3:28])[CH3:27]. The yield is 0.890. (2) The reactants are IC.[Cl:3][C:4]1[CH:5]=[C:6]([C:10]2[C:19]3[C:14](=[CH:15][CH:16]=[C:17]([C:20](=[O:28])[C:21]4[CH:26]=[CH:25][CH:24]=[C:23]([I:27])[CH:22]=4)[CH:18]=3)[NH:13][C:12](=[O:29])[CH:11]=2)[CH:7]=[CH:8][CH:9]=1.[CH3:30]COC(C)=O. The catalyst is [Cl-].C([N+](CC)(CC)CC)C1C=CC=CC=1.[OH-].[Na+].C1COCC1. The product is [Cl:3][C:4]1[CH:5]=[C:6]([C:10]2[C:19]3[C:14](=[CH:15][CH:16]=[C:17]([C:20](=[O:28])[C:21]4[CH:26]=[CH:25][CH:24]=[C:23]([I:27])[CH:22]=4)[CH:18]=3)[N:13]([CH3:30])[C:12](=[O:29])[CH:11]=2)[CH:7]=[CH:8][CH:9]=1. The yield is 0.450.